This data is from Reaction yield outcomes from USPTO patents with 853,638 reactions. The task is: Predict the reaction yield, written as a fraction of the theoretical maximum amount of product (1.0 means a 100% yield; for example, 0.34 means a 34% yield). (1) The reactants are Br[CH2:2][C:3]([C:5]1[CH:10]=[CH:9][CH:8]=[CH:7][CH:6]=1)=[O:4].C(=O)([O-])[O-].[K+].[K+].[C:17]1([SH:23])[CH:22]=[CH:21][CH:20]=[CH:19][CH:18]=1. The catalyst is C(O)C. The product is [C:5]1([C:3](=[O:4])[CH2:2][S:23][C:17]2[CH:22]=[CH:21][CH:20]=[CH:19][CH:18]=2)[CH:10]=[CH:9][CH:8]=[CH:7][CH:6]=1. The yield is 0.980. (2) The reactants are [Cl:1][C:2]1[N:11]=[CH:10][C:9]2[NH:8][C:7](=O)[CH:6]3[CH2:13][O:14][CH2:15][CH2:16][N:5]3[C:4]=2[N:3]=1.[H-].[Al+3].[Li+].[H-].[H-].[H-].C(OCC)(=O)C.[NH4+].[Cl-]. The catalyst is C1COCC1. The product is [Cl:1][C:2]1[N:11]=[CH:10][C:9]2[NH:8][CH2:7][CH:6]3[CH2:13][O:14][CH2:15][CH2:16][N:5]3[C:4]=2[N:3]=1. The yield is 0.590. (3) The reactants are [F:1][C:2]([F:12])([C:6]1[CH:11]=[CH:10][CH:9]=[CH:8][CH:7]=1)[C:3]([NH2:5])=O.B.C(=O)([O-])[O-].[K+].[K+]. The catalyst is O1CCCC1.O. The product is [F:1][C:2]([F:12])([C:6]1[CH:7]=[CH:8][CH:9]=[CH:10][CH:11]=1)[CH2:3][NH2:5]. The yield is 0.410.